From a dataset of Forward reaction prediction with 1.9M reactions from USPTO patents (1976-2016). Predict the product of the given reaction. (1) Given the reactants [N+:1]([C:4]1[CH:5]=[C:6]([OH:14])[C:7](=[CH:12][CH:13]=1)[C:8]([O:10]C)=[O:9])([O-:3])=[O:2].[OH-].[Na+].I[CH2:18][C:19](O)=[O:20], predict the reaction product. The product is: [C:19]([O:14][C:6]1[CH:5]=[C:4]([N+:1]([O-:3])=[O:2])[CH:13]=[CH:12][C:7]=1[C:8]([OH:10])=[O:9])(=[O:20])[CH3:18]. (2) Given the reactants [Cl:1][C:2]1[S:6][C:5]([S:7]([N:10]([C:19]2[C:27]3[C:22](=[CH:23][CH:24]=[CH:25][C:26]=3[O:28][CH3:29])[NH:21][N:20]=2)COCC[Si](C)(C)C)(=[O:9])=[O:8])=[CH:4][CH:3]=1.C(=O)([O-])[O-].[K+].[K+].Cl[CH2:37][C:38]1[CH:39]=[C:40]([CH:44]=[CH:45][CH:46]=1)[C:41]([NH2:43])=[O:42].N1C2C(=CC=CC=2)C=N1.CCCC[N+](CCCC)(CCCC)CCCC.[F-].C1COCC1, predict the reaction product. The product is: [Cl:1][C:2]1[S:6][C:5]([S:7]([NH:10][C:19]2[C:27]3[C:22](=[CH:23][CH:24]=[CH:25][C:26]=3[O:28][CH3:29])[N:21]([CH2:37][C:38]3[CH:39]=[C:40]([CH:44]=[CH:45][CH:46]=3)[C:41]([NH2:43])=[O:42])[N:20]=2)(=[O:9])=[O:8])=[CH:4][CH:3]=1. (3) Given the reactants Br[C:2]1[CH:11]=[CH:10][C:9]2[C:4](=[CH:5][CH:6]=[C:7]([F:12])[CH:8]=2)[CH:3]=1.B1(B2OC(C)(C)C(C)(C)O2)OC(C)(C)C(C)(C)O1.ClCCl.C([O-])(=O)C.[K+].Br[C:40]1[C:48]2[C:43](=[CH:44][CH:45]=[C:46]([C:49]#[N:50])[CH:47]=2)[N:42]([CH:51]2[CH2:56][CH2:55][CH2:54][CH2:53][O:52]2)[N:41]=1.P([O-])([O-])([O-])=O.[K+].[K+].[K+], predict the reaction product. The product is: [F:12][C:7]1[CH:8]=[C:9]2[C:4](=[CH:5][CH:6]=1)[CH:3]=[C:2]([C:40]1[C:48]3[C:43](=[CH:44][CH:45]=[C:46]([C:49]#[N:50])[CH:47]=3)[N:42]([CH:51]3[CH2:56][CH2:55][CH2:54][CH2:53][O:52]3)[N:41]=1)[CH:11]=[CH:10]2. (4) Given the reactants [NH2:1][CH:2]1[C:16](=[O:17])[N:15]2[CH2:18][C@H:19]([O:21][C:22]3[CH:27]=[C:26]([C:28]4[CH:33]=[CH:32][CH:31]=[CH:30][N:29]=4)[N:25]=[C:24]4[CH:34]=[CH:35][S:36][C:23]=34)[CH2:20][C@H:14]2[C:13](=[O:37])[NH:12][C@:11]2([C:39]([O:41][CH3:42])=[O:40])[CH2:38][C@H:10]2[CH:9]=[CH:8][CH2:7][CH2:6][CH2:5][CH2:4][CH2:3]1.C(N(CC)CC)C.[C:50](=O)([O:56]C1C=CC([N+]([O-])=O)=CC=1)[O:51][CH:52]1[CH2:55][CH2:54][CH2:53]1.C(=O)(O)[O-].[Na+], predict the reaction product. The product is: [CH:52]1([O:51][C:50]([NH:1][C@@H:2]2[C:16](=[O:17])[N:15]3[CH2:18][C@H:19]([O:21][C:22]4[CH:27]=[C:26]([C:28]5[CH:33]=[CH:32][CH:31]=[CH:30][N:29]=5)[N:25]=[C:24]5[CH:34]=[CH:35][S:36][C:23]=45)[CH2:20][C@H:14]3[C:13](=[O:37])[NH:12][C@:11]3([C:39]([O:41][CH3:42])=[O:40])[CH2:38][C@H:10]3[CH:9]=[CH:8][CH2:7][CH2:6][CH2:5][CH2:4][CH2:3]2)=[O:56])[CH2:55][CH2:54][CH2:53]1. (5) Given the reactants [CH3:1][NH:2][C:3]([C:5]1[CH:6]=[C:7]2[C:11](=[CH:12][C:13]=1[Br:14])[NH:10][C:9](=[O:15])[CH2:8]2)=[O:4].[H-].[Na+].Cl[C:19]1[C:28]2[C:23](=[CH:24][C:25]([O:29][CH2:30][CH2:31][CH2:32][N:33]3[CH2:38][CH2:37][O:36][CH2:35][CH2:34]3)=[CH:26][CH:27]=2)[N:22]=[CH:21][N:20]=1, predict the reaction product. The product is: [CH3:1][NH:2][C:3]([C:5]1[CH:6]=[C:7]2[C:11](=[CH:12][C:13]=1[Br:14])[NH:10][C:9](=[O:15])[CH:8]2[C:19]1[C:28]2[C:23](=[CH:24][C:25]([O:29][CH2:30][CH2:31][CH2:32][N:33]3[CH2:38][CH2:37][O:36][CH2:35][CH2:34]3)=[CH:26][CH:27]=2)[N:22]=[CH:21][N:20]=1)=[O:4]. (6) Given the reactants [N:1]([C@H:4]1[C@@H:8]([O:9][CH3:10])[CH2:7][N:6]([C:11]([O:13][CH2:14][C:15]2[CH:20]=[CH:19][CH:18]=[CH:17][CH:16]=2)=[O:12])[CH2:5]1)=[N+]=[N-].C(=O)=O, predict the reaction product. The product is: [NH2:1][C@H:4]1[C@@H:8]([O:9][CH3:10])[CH2:7][N:6]([C:11]([O:13][CH2:14][C:15]2[CH:20]=[CH:19][CH:18]=[CH:17][CH:16]=2)=[O:12])[CH2:5]1. (7) Given the reactants [CH:1](NC(C)C)(C)C.C([Li])CCC.[C:13]([C:15]1[CH:16]=[C:17]([CH2:22][C:23]([O:25][C:26]([CH3:29])([CH3:28])[CH3:27])=[O:24])[CH:18]=[CH:19][C:20]=1[F:21])#[N:14].CI.Cl, predict the reaction product. The product is: [C:13]([C:15]1[CH:16]=[C:17]([CH:22]([CH3:1])[C:23]([O:25][C:26]([CH3:29])([CH3:28])[CH3:27])=[O:24])[CH:18]=[CH:19][C:20]=1[F:21])#[N:14]. (8) Given the reactants [CH3:1][O:2][C:3]1[CH:4]=[C:5]([CH:9]=[C:10]([O:12][CH3:13])[CH:11]=1)[C:6]([OH:8])=O.CN(C(ON1N=NC2C=CC=NC1=2)=[N+](C)C)C.F[P-](F)(F)(F)(F)F.CCN(C(C)C)C(C)C.[I-].[CH2:48]([N+:52]1[N:56]=[C:55]([CH3:57])[S:54][C:53]=1[CH3:58])[CH2:49][CH2:50][CH3:51], predict the reaction product. The product is: [CH2:48]([N:52]1[N:56]=[C:55]([CH3:57])[S:54]/[C:53]/1=[CH:58]\[C:6]([C:5]1[CH:9]=[C:10]([O:12][CH3:13])[CH:11]=[C:3]([O:2][CH3:1])[CH:4]=1)=[O:8])[CH2:49][CH2:50][CH3:51]. (9) Given the reactants [OH:1][CH2:2][CH:3]1[CH2:8][CH2:7][N:6]([C:9]([O:11][C:12]([CH3:15])([CH3:14])[CH3:13])=[O:10])[CH2:5][CH2:4]1.CCN(C(C)C)C(C)C.[CH3:25][S:26](Cl)(=[O:28])=[O:27], predict the reaction product. The product is: [CH3:25][S:26]([O:1][CH2:2][CH:3]1[CH2:8][CH2:7][N:6]([C:9]([O:11][C:12]([CH3:15])([CH3:14])[CH3:13])=[O:10])[CH2:5][CH2:4]1)(=[O:28])=[O:27].